This data is from Tox21: 12 toxicity assays (nuclear receptors and stress response pathways). The task is: Binary classification across 12 toxicity assays. (1) The molecule is CCC(=O)Oc1ccc(/C(CC)=C(\CC)c2ccc(OC(=O)CC)cc2)cc1. It tested positive (active) for: NR-ER (Estrogen Receptor agonist activity), NR-ER-LBD (Estrogen Receptor Ligand Binding Domain agonist), SR-MMP (Mitochondrial Membrane Potential disruption), and SR-p53 (p53 tumor suppressor activation). (2) The compound is O=C(Cl)c1cc(C(=O)Cl)cc(C(=O)Cl)c1. It tested positive (active) for: SR-HSE (Heat Shock Element response), and SR-p53 (p53 tumor suppressor activation). (3) The molecule is CCOP(=O)(CC)Oc1ccc([N+](=O)[O-])cc1. It tested positive (active) for: NR-Aromatase (Aromatase enzyme inhibition). (4) It tested positive (active) for: NR-ER (Estrogen Receptor agonist activity). The compound is C=CCCl. (5) The drug is C[C@H]1[C@H]2Cc3ccc(O)cc3[C@]1(C)CCN2CCc1ccccc1. It tested positive (active) for: SR-p53 (p53 tumor suppressor activation). (6) The drug is CCC(C)(CCC(C)C)C(=O)O[Sn](C)(C)OC(=O)C(C)(CC)CCC(C)C. It tested positive (active) for: SR-ARE (Antioxidant Response Element (oxidative stress)), and SR-HSE (Heat Shock Element response). (7) The drug is O=C1C=CC(=O)N1. It tested positive (active) for: SR-HSE (Heat Shock Element response). (8) The drug is CCCCOc1cc(C(=O)OCCN(CC)CC)ccc1N. It tested positive (active) for: NR-AhR (Aryl hydrocarbon Receptor agonist activity). (9) The molecule is CCOC(=O)C1=C(C)NC(C)=C(C(=O)OC)C1c1cccc(Cl)c1Cl. It tested positive (active) for: SR-ARE (Antioxidant Response Element (oxidative stress)).